From a dataset of Forward reaction prediction with 1.9M reactions from USPTO patents (1976-2016). Predict the product of the given reaction. (1) Given the reactants [N:1]([CH2:4][C@@H:5]1[O:9][C:8](=[O:10])[N:7]([C:11]2[CH:16]=[CH:15][C:14]([I:17])=[CH:13][CH:12]=2)[CH2:6]1)=[N+:2]=[N-:3].[CH:18]12CC(C=C1)C=[CH:19]2, predict the reaction product. The product is: [I:17][C:14]1[CH:15]=[CH:16][C:11]([N:7]2[CH2:6][C@H:5]([CH2:4][N:1]3[CH:19]=[CH:18][N:3]=[N:2]3)[O:9][C:8]2=[O:10])=[CH:12][CH:13]=1. (2) Given the reactants N1C=CN=C1.[OH:6][C:7]1[CH:8]=[C:9]([CH:12]=[CH:13][CH:14]=1)[CH:10]=[O:11].[Si:15](Cl)([C:18]([CH3:21])([CH3:20])[CH3:19])([CH3:17])[CH3:16].CCCCCC, predict the reaction product. The product is: [Si:15]([O:6][C:7]1[CH:8]=[C:9]([CH:12]=[CH:13][CH:14]=1)[CH:10]=[O:11])([C:18]([CH3:21])([CH3:20])[CH3:19])([CH3:17])[CH3:16]. (3) Given the reactants Br[C:2]1[CH:3]=[CH:4][C:5]2[NH:10][S:9](=[O:12])(=[O:11])[CH2:8][CH2:7][C:6]=2[CH:13]=1.[F:14][C:15]([F:26])([F:25])[C:16]1[CH:21]=[CH:20][C:19](B(O)O)=[CH:18][CH:17]=1.C([O-])(=O)C.[K+].Cl, predict the reaction product. The product is: [F:14][C:15]([F:26])([F:25])[C:16]1[CH:21]=[CH:20][C:19]([C:2]2[CH:3]=[CH:4][C:5]3[NH:10][S:9](=[O:12])(=[O:11])[CH2:8][CH2:7][C:6]=3[CH:13]=2)=[CH:18][CH:17]=1. (4) Given the reactants [CH:1]([S:4]([C:7]1[CH:12]=[CH:11][CH:10]=[CH:9][C:8]=1[NH:13][C:14]1[N:15]=[C:16](SC)[NH:17][C:18](=[O:23])[C:19]=1[C:20]([NH2:22])=[O:21])(=[O:6])=[O:5])([CH3:3])[CH3:2].[NH2:26][CH2:27][CH:28]1[CH2:33][CH2:32][CH2:31][CH2:30][N:29]1C(OC(C)(C)C)=O.CN1C(=O)CCC1.[ClH:48], predict the reaction product. The product is: [ClH:48].[CH:1]([S:4]([C:7]1[CH:12]=[CH:11][CH:10]=[CH:9][C:8]=1[NH:13][C:14]1[N:15]=[C:16]([NH:26][CH2:27][CH:28]2[CH2:33][CH2:32][CH2:31][CH2:30][NH:29]2)[NH:17][C:18](=[O:23])[C:19]=1[C:20]([NH2:22])=[O:21])(=[O:6])=[O:5])([CH3:3])[CH3:2]. (5) Given the reactants Cl[CH2:2][CH2:3][O:4][CH2:5][CH2:6][O:7][CH2:8][CH2:9][OH:10].[CH3:11][NH2:12].CO.[I-].[Na+], predict the reaction product. The product is: [CH3:11][NH:12][CH2:2][CH2:3][O:4][CH2:5][CH2:6][O:7][CH2:8][CH2:9][OH:10].